From a dataset of Reaction yield outcomes from USPTO patents with 853,638 reactions. Predict the reaction yield, written as a fraction of the theoretical maximum amount of product (1.0 means a 100% yield; for example, 0.34 means a 34% yield). (1) The product is [OH:30][CH2:29][CH2:28][O:27]/[N:26]=[C:22](/[C:19]1[CH:20]=[CH:21][C:16]2[N:17]([C:13]([CH2:12][C:3]3[CH:4]=[C:5]4[C:9](=[CH:10][C:2]=3[F:1])[N:8]([CH3:11])[N:7]=[CH:6]4)=[CH:14][N:15]=2)[N:18]=1)\[CH3:23]. The catalyst is CO. The reactants are [F:1][C:2]1[CH:10]=[C:9]2[C:5]([CH:6]=[N:7][N:8]2[CH3:11])=[CH:4][C:3]=1[CH2:12][C:13]1[N:17]2[N:18]=[C:19]([C:22](=O)[CH3:23])[CH:20]=[CH:21][C:16]2=[N:15][CH:14]=1.Cl.[NH2:26][O:27][CH2:28][CH2:29][OH:30].C(N(CC)CC)C. The yield is 0.700. (2) The reactants are Br[C:2]1[CH:3]=[C:4]2[C:8](=[CH:9][CH:10]=1)[N:7]([CH3:11])[N:6]=[CH:5]2.[B:12]1([B:12]2[O:16][C:15]([CH3:18])([CH3:17])[C:14]([CH3:20])([CH3:19])[O:13]2)[O:16][C:15]([CH3:18])([CH3:17])[C:14]([CH3:20])([CH3:19])[O:13]1.C([O-])(=O)C.[K+]. The catalyst is CS(C)=O. The product is [CH3:19][C:14]1([CH3:20])[C:15]([CH3:18])([CH3:17])[O:16][B:12]([C:2]2[CH:3]=[C:4]3[C:8](=[CH:9][CH:10]=2)[N:7]([CH3:11])[N:6]=[CH:5]3)[O:13]1. The yield is 0.860. (3) The yield is 0.770. The reactants are CN(C(O[N:9]1N=N[C:11]2C=CC=N[C:10]1=2)=[N+](C)C)C.F[P-](F)(F)(F)(F)F.[NH2:25][C:26]1[C:34]([Br:35])=[C:33]([F:36])[CH:32]=[CH:31][C:27]=1[C:28]([OH:30])=O.C(N)C. The product is [NH2:25][C:26]1[C:34]([Br:35])=[C:33]([F:36])[CH:32]=[CH:31][C:27]=1[C:28]([NH:9][CH2:10][CH3:11])=[O:30]. The catalyst is CN(C=O)C.C(Cl)Cl. (4) The reactants are [OH:1][C:2]1[CH:3]=[CH:4][C:5]2[O:10][CH2:9][CH2:8][N:7]([C:11]3[S:12][C:13]4[C:19](=[O:20])[CH2:18][C:17]([CH3:22])([CH3:21])[CH2:16][C:14]=4[N:15]=3)[C:6]=2[CH:23]=1.Br[C:25]1[S:26][C:27]([CH3:30])=[N:28][N:29]=1.C(=O)([O-])[O-].[K+].[K+]. The catalyst is CN(C=O)C. The product is [CH3:22][C:17]1([CH3:21])[CH2:16][C:14]2[N:15]=[C:11]([N:7]3[C:6]4[CH:23]=[C:2]([O:1][C:25]5[S:26][C:27]([CH3:30])=[N:28][N:29]=5)[CH:3]=[CH:4][C:5]=4[O:10][CH2:9][CH2:8]3)[S:12][C:13]=2[C:19](=[O:20])[CH2:18]1. The yield is 0.120. (5) The reactants are C1C2C(COC([NH:18][C@@H:19]([CH2:34][C:35]3[C:43]4[C:38](=[CH:39][CH:40]=[CH:41][CH:42]=4)[NH:37][CH:36]=3)[C:20]([NH:22][C@H:23]([CH2:27][S:28][S:29][C:30]([CH3:33])([CH3:32])[CH3:31])[C:24]([OH:26])=[O:25])=[O:21])=O)C3C(=CC=CC=3)C=2C=CC=1.C1CCN2C(=NCCC2)CC1.Cl. The catalyst is CN(C)C=O. The product is [NH2:18][C@@H:19]([CH2:34][C:35]1[C:43]2[C:38](=[CH:39][CH:40]=[CH:41][CH:42]=2)[NH:37][CH:36]=1)[C:20]([NH:22][C@H:23]([CH2:27][S:28][S:29][C:30]([CH3:32])([CH3:31])[CH3:33])[C:24]([OH:26])=[O:25])=[O:21]. The yield is 0.700. (6) The reactants are COC1C=C(OC)C=CC=1C[N:6]([C:31]1[CH:36]=[CH:35][N:34]=[CH:33][N:32]=1)[S:7]([C:10]1[CH:15]=[CH:14][C:13]([O:16][C@H:17]2[CH2:21][CH2:20][CH2:19][C@@H:18]2[C:22]2[N:26]([CH2:27][CH3:28])[N:25]=[CH:24][CH:23]=2)=[C:12]([F:29])[C:11]=1[F:30])(=[O:9])=[O:8].C([SiH](CC)CC)C.FC(F)(F)C(O)=O. The product is [CH2:27]([N:26]1[C:22]([C@H:18]2[CH2:19][CH2:20][CH2:21][C@@H:17]2[O:16][C:13]2[CH:14]=[CH:15][C:10]([S:7]([NH:6][C:31]3[CH:36]=[CH:35][N:34]=[CH:33][N:32]=3)(=[O:8])=[O:9])=[C:11]([F:30])[C:12]=2[F:29])=[CH:23][CH:24]=[N:25]1)[CH3:28]. The catalyst is ClCCl. The yield is 0.500.